Dataset: Reaction yield outcomes from USPTO patents with 853,638 reactions. Task: Predict the reaction yield, written as a fraction of the theoretical maximum amount of product (1.0 means a 100% yield; for example, 0.34 means a 34% yield). (1) The reactants are [CH3:1][O:2][C:3]1[CH:4]=[C:5]([CH:14]=[CH:15][C:16]=1[O:17][CH3:18])[C:6]([CH2:8][C:9](OCC)=[O:10])=O.[CH3:19][NH:20][NH2:21]. The catalyst is C(O)C. The product is [CH3:1][O:2][C:3]1[CH:4]=[C:5]([C:6]2[CH2:8][C:9](=[O:10])[N:20]([CH3:19])[N:21]=2)[CH:14]=[CH:15][C:16]=1[O:17][CH3:18]. The yield is 0.440. (2) The product is [C:23]([O:26][CH2:27][C:28]1[C:29]([N:43]2[CH2:54][CH2:53][N:52]3[C:45](=[CH:46][C:47]4[CH2:48][C:49]([CH3:56])([CH3:55])[CH2:50][C:51]=43)[C:44]2=[O:57])=[N:30][CH:31]=[CH:32][C:33]=1[C:2]1[CH:3]=[C:4]([NH:10][C:11]2[CH:16]=[CH:15][C:14]([N:17]3[CH2:20][CH:19]([O:21][CH3:22])[CH2:18]3)=[CH:13][N:12]=2)[C:5](=[O:9])[N:6]([CH3:8])[CH:7]=1)(=[O:25])[CH3:24]. The yield is 0.687. The reactants are Br[C:2]1[CH:3]=[C:4]([NH:10][C:11]2[CH:16]=[CH:15][C:14]([N:17]3[CH2:20][CH:19]([O:21][CH3:22])[CH2:18]3)=[CH:13][N:12]=2)[C:5](=[O:9])[N:6]([CH3:8])[CH:7]=1.[C:23]([O:26][CH2:27][C:28]1[C:29]([N:43]2[CH2:54][CH2:53][N:52]3[C:45](=[CH:46][C:47]4[CH2:48][C:49]([CH3:56])([CH3:55])[CH2:50][C:51]=43)[C:44]2=[O:57])=[N:30][CH:31]=[CH:32][C:33]=1B1OC(C)(C)C(C)(C)O1)(=[O:25])[CH3:24].[O-]P([O-])([O-])=O.[K+].[K+].[K+].C([O-])(=O)C.[Na+]. The catalyst is O.C1C=CC(P(C2C=CC=CC=2)[C-]2C=CC=C2)=CC=1.C1C=CC(P(C2C=CC=CC=2)[C-]2C=CC=C2)=CC=1.Cl[Pd]Cl.[Fe+2].C(#N)C.